From a dataset of Catalyst prediction with 721,799 reactions and 888 catalyst types from USPTO. Predict which catalyst facilitates the given reaction. Reactant: C([N:8]1[CH2:13][CH2:12][CH:11]([C:14]([OH:20])([CH3:19])[C:15]([F:18])([F:17])[F:16])[CH2:10][CH2:9]1)C1C=CC=CC=1. Product: [F:18][C:15]([F:16])([F:17])[C:14]([CH:11]1[CH2:12][CH2:13][NH:8][CH2:9][CH2:10]1)([OH:20])[CH3:19]. The catalyst class is: 19.